From a dataset of Full USPTO retrosynthesis dataset with 1.9M reactions from patents (1976-2016). Predict the reactants needed to synthesize the given product. (1) Given the product [CH3:28][S:29]([O:1][CH:2]1[CH2:3][O:4][CH:5]2[CH:9]([N:10]3[C:18](=[O:19])[C:17]4[C:12](=[CH:13][CH:14]=[CH:15][CH:16]=4)[C:11]3=[O:20])[CH2:8][O:7][CH:6]12)(=[O:31])=[O:30], predict the reactants needed to synthesize it. The reactants are: [OH:1][CH:2]1[CH:6]2[O:7][CH2:8][CH:9]([N:10]3[C:18](=[O:19])[C:17]4[C:12](=[CH:13][CH:14]=[CH:15][CH:16]=4)[C:11]3=[O:20])[CH:5]2[O:4][CH2:3]1.C(N(CC)CC)C.[CH3:28][S:29](Cl)(=[O:31])=[O:30]. (2) Given the product [F:1][C:2]1[CH:3]=[C:4]([C:8]2[N:9]=[CH:10][C:11]([NH:14][C:26](=[O:27])[CH2:25][CH:23]3[CH2:22][CH2:21][N:20]4[C:16](=[O:15])[O:17][CH2:18][CH:19]4[CH2:24]3)=[N:12][CH:13]=2)[CH:5]=[CH:6][CH:7]=1, predict the reactants needed to synthesize it. The reactants are: [F:1][C:2]1[CH:3]=[C:4]([C:8]2[N:9]=[CH:10][C:11]([NH2:14])=[N:12][CH:13]=2)[CH:5]=[CH:6][CH:7]=1.[O:15]=[C:16]1[N:20]2[CH2:21][CH2:22][CH:23]([CH2:25][C:26](O)=[O:27])[CH2:24][CH:19]2[CH2:18][O:17]1. (3) Given the product [C:1]([C:4]1[CH:5]=[CH:6][C:7]([C@H:10]2[CH2:27][C@@:25]3([CH3:26])[C@@H:21]([CH2:22][CH2:23][C@@:24]3([OH:33])[C:28]([F:32])([F:31])[CH2:29][CH3:30])[C@H:20]3[C:11]2=[C:12]2[C:17]([CH2:18][CH2:19]3)=[CH:16][C:15](=[O:34])[CH2:14][CH2:13]2)=[CH:8][CH:9]=1)(=[O:3])[CH3:2], predict the reactants needed to synthesize it. The reactants are: [C:1]([C:4]1[CH:9]=[CH:8][C:7]([C@H:10]2[CH2:27][C@@:25]3([CH3:26])[C@@H:21]([CH2:22][CH2:23][C@@:24]3([OH:33])[C:28]([F:32])([F:31])[CH:29]=[CH2:30])[C@H:20]3[C:11]2=[C:12]2[C:17]([CH2:18][CH2:19]3)=[CH:16][C:15](=[O:34])[CH2:14][CH2:13]2)=[CH:6][CH:5]=1)(=[O:3])[CH3:2].[H][H]. (4) Given the product [CH2:1]([N:3]([CH2:11][CH2:12][N:14]1[CH2:19][CH2:18][O:17][C:16]2[CH:20]=[C:21]([N+:24]([O-:26])=[O:25])[CH:22]=[CH:23][C:15]1=2)[C:4](=[O:10])[O:5][C:6]([CH3:9])([CH3:7])[CH3:8])[CH3:2], predict the reactants needed to synthesize it. The reactants are: [CH2:1]([N:3]([CH2:11][C:12]([N:14]1[CH2:19][CH2:18][O:17][C:16]2[CH:20]=[C:21]([N+:24]([O-:26])=[O:25])[CH:22]=[CH:23][C:15]1=2)=O)[C:4](=[O:10])[O:5][C:6]([CH3:9])([CH3:8])[CH3:7])[CH3:2].B.C1COCC1.CO.